Task: Regression. Given a target protein amino acid sequence and a drug SMILES string, predict the binding affinity score between them. We predict pIC50 (pIC50 = -log10(IC50 in M); higher means more potent). Dataset: bindingdb_ic50.. Dataset: Drug-target binding data from BindingDB using IC50 measurements (1) The drug is Cc1cc(C)c2c(n1)nn1c(C3CCNCC3)cc(=O)[nH]c21. The target protein sequence is SECKTGNGKNYRGTMSKTKNGITCQKWSSTSPHRPRFSPATHPSEGLEENYCRNPDNDPQGPWCYTTDPEKRYDYCDILEC. The pIC50 is 6.7. (2) The drug is CCCC(C(=O)NCC(=O)OCC)n1c(Cc2ccccc2)nc2cc(Cl)c(Cl)cc21. The target protein sequence is MASQPNSSAKKKEEKGKNIQVVVRCRPFNLAERKASAHSIVECDPVRKEVSVRTGGLADKSSRKTYTFDMVFGASTKQIDVYRSVVCPILDEVIMGYNCTIFAYGQTGTGKTFTMEGERSPNEEYTWEEDPLAGIIPRTLHQIFEKLTDNGTEFSVKVSLLEIYNEELFDLLNPSSDVSERLQMFDDPRNKRGVIIKGLEEITVHNKDEVYQILEKGAAKRTTAATLMNAYSSRSHSVFSVTIHMKETTIDGEELVKIGKLNLVDLAGSENIGRSGAVDKRAREAGNINQSLLTLGRVITALVERTPHVPYRESKLTRILQDSLGGRTRTSIIATISPASLNLEETLSTLEYAHRAKNILNKPEVNQKLTKKALIKEYTEEIERLKRDLAAAREKNGVYISEENFRVMSGKLTVQEEQIVELIEKIGAVEEELNRVTELFMDNKNELDQCKSDLQNKTQELETTQKHLQETKLQLVKEEYITSALESTEEKLHDAASKLL.... The pIC50 is 5.8.